Predict the product of the given reaction. From a dataset of Forward reaction prediction with 1.9M reactions from USPTO patents (1976-2016). (1) Given the reactants [CH2:1]([Li])CCC.[CH:6]([C:8]1[N:9]=[C:10](/[CH:13]=[CH:14]/[C:15]2[CH:20]=[CH:19][CH:18]=[CH:17][CH:16]=2)[O:11][CH:12]=1)=O.O.C(OCC)(=O)C, predict the reaction product. The product is: [CH:13](/[C:10]1[O:11][CH:12]=[C:8]([CH:6]=[CH2:1])[N:9]=1)=[CH:14]\[C:15]1[CH:20]=[CH:19][CH:18]=[CH:17][CH:16]=1. (2) Given the reactants [CH:1]([C@@H:14]1[CH2:19][CH:18]=[CH:17][CH2:16][O:15]1)([C:8]1[CH:13]=[CH:12][CH:11]=[CH:10][CH:9]=1)[C:2]1[CH:7]=[CH:6][CH:5]=[CH:4][CH:3]=1.C1C=C(Cl)C=C(C(OO)=[O:28])C=1.[O-]S([O-])=O.[Na+].[Na+], predict the reaction product. The product is: [CH:1]([C@@H:14]1[CH2:19][C@@H:18]2[C@@H:17]([O:28]2)[CH2:16][O:15]1)([C:8]1[CH:9]=[CH:10][CH:11]=[CH:12][CH:13]=1)[C:2]1[CH:7]=[CH:6][CH:5]=[CH:4][CH:3]=1.